Predict the reactants needed to synthesize the given product. From a dataset of Full USPTO retrosynthesis dataset with 1.9M reactions from patents (1976-2016). Given the product [C:24]([C:26]1[CH:27]=[CH:28][C:29]([C@H:32]2[CH2:37][N:36]([C:9]([O:10][C:11]([CH3:14])([CH3:13])[CH3:12])=[O:16])[CH2:35][CH2:34][N:33]2[C:1]([O:2][C:3]([CH3:6])([CH3:5])[CH3:4])=[O:8])=[CH:30][CH:31]=1)#[N:25], predict the reactants needed to synthesize it. The reactants are: [C:1](=[O:8])([O-])[O:2][C:3]([CH3:6])([CH3:5])[CH3:4].[C:9](=[O:16])([O-])[O:10][C:11]([CH3:14])([CH3:13])[CH3:12].C(N(CC)CC)C.[C:24]([C:26]1[CH:31]=[CH:30][C:29]([C@H:32]2[CH2:37][NH:36][CH2:35][CH2:34][NH:33]2)=[CH:28][CH:27]=1)#[N:25].